Dataset: Forward reaction prediction with 1.9M reactions from USPTO patents (1976-2016). Task: Predict the product of the given reaction. (1) Given the reactants [CH3:1][O:2][C:3]1[CH:4]=[C:5]2[C:9](=[CH:10][CH:11]=1)[N:8]([CH2:12][CH2:13][C:14]1[CH:18]=[CH:17][S:16][CH:15]=1)[CH:7]=[C:6]2[CH:19]1[CH2:24][CH2:23][N:22]([CH2:25][C:26]2[CH:27]=[C:28]([CH:32]=[CH:33][CH:34]=2)[C:29]([OH:31])=[O:30])[CH2:21][CH2:20]1.[CH2:35]([O:37]C(=O)C1C=C(CBr)C=CC=1OC)C, predict the reaction product. The product is: [CH3:35][O:37][C:32]1[CH:33]=[CH:34][C:26]([CH2:25][N:22]2[CH2:23][CH2:24][CH:19]([C:6]3[C:5]4[C:9](=[CH:10][CH:11]=[C:3]([O:2][CH3:1])[CH:4]=4)[N:8]([CH2:12][CH2:13][C:14]4[CH:18]=[CH:17][S:16][CH:15]=4)[CH:7]=3)[CH2:20][CH2:21]2)=[CH:27][C:28]=1[C:29]([OH:31])=[O:30]. (2) Given the reactants [CH:1]1[N:6]=[C:5](Cl)[C:4]2[N:8]=[CH:9][N:10]([C@@H:11]3[O:15][C@H:14]([CH2:16][OH:17])[C@@H:13]([OH:18])[C@H:12]3[OH:19])[C:3]=2[N:2]=1.[OH:20][C:21]1[CH:22]=[C:23]([CH:26]=[CH:27][CH:28]=1)[CH2:24][NH2:25].C(N(C(C)C)CC)(C)C, predict the reaction product. The product is: [OH:20][C:21]1[CH:22]=[C:23]([CH:26]=[CH:27][CH:28]=1)[CH2:24][NH:25][C:5]1[C:4]2[N:8]=[CH:9][N:10]([C:3]=2[N:2]=[CH:1][N:6]=1)[C@@H:11]1[O:15][C@H:14]([CH2:16][OH:17])[C@@H:13]([OH:18])[C@H:12]1[OH:19]. (3) The product is: [Cl:1][C:2]1[CH:3]=[CH:4][C:5]([C:25]#[N:26])=[C:6]([C:8]2[C:13]([O:14][CH3:15])=[CH:12][N:11]([CH:16]([CH2:20][CH2:21][O:22][CH3:23])[C:17]([NH:27][C:28]3[CH:29]=[C:30]4[C:34](=[CH:35][CH:36]=3)[NH:33][N:32]=[C:31]4[Cl:37])=[O:18])[C:10](=[O:24])[CH:9]=2)[CH:7]=1. Given the reactants [Cl:1][C:2]1[CH:3]=[CH:4][C:5]([C:25]#[N:26])=[C:6]([C:8]2[C:13]([O:14][CH3:15])=[CH:12][N:11]([CH:16]([CH2:20][CH2:21][O:22][CH3:23])[C:17](O)=[O:18])[C:10](=[O:24])[CH:9]=2)[CH:7]=1.[NH2:27][C:28]1[CH:29]=[C:30]2[C:34](=[CH:35][CH:36]=1)[NH:33][N:32]=[C:31]2[Cl:37], predict the reaction product. (4) Given the reactants Cl[C:2]1[CH:7]=[C:6]([CH3:8])[C:5]([N+:9]([O-:11])=[O:10])=[CH:4][N:3]=1.[C:12]1(B(O)O)[CH:17]=[CH:16][CH:15]=[CH:14][CH:13]=1.C(=O)([O-])[O-].[K+].[K+], predict the reaction product. The product is: [CH3:8][C:6]1[C:5]([N+:9]([O-:11])=[O:10])=[CH:4][N:3]=[C:2]([C:12]2[CH:17]=[CH:16][CH:15]=[CH:14][CH:13]=2)[CH:7]=1. (5) Given the reactants [CH3:1][O:2][C:3](=[O:13])[C:4]1[CH:9]=[CH:8][N:7]=[C:6]([C:10]#[N:11])[C:5]=1[Cl:12].[C:14](O)(=[O:16])C, predict the reaction product. The product is: [CH3:1][O:2][C:3](=[O:13])[C:4]1[CH:9]=[CH:8][N:7]=[C:6]([CH2:10][NH:11][CH:14]=[O:16])[C:5]=1[Cl:12]. (6) Given the reactants [N:1]1([C:6]([C:13]2[CH:18]=[CH:17][CH:16]=[CH:15][CH:14]=2)=[CH:7][C:8]([O:10][CH2:11][CH3:12])=[O:9])[CH:5]=[CH:4][N:3]=[CH:2]1.[H][H], predict the reaction product. The product is: [N:1]1([CH:6]([C:13]2[CH:18]=[CH:17][CH:16]=[CH:15][CH:14]=2)[CH2:7][C:8]([O:10][CH2:11][CH3:12])=[O:9])[CH:5]=[CH:4][N:3]=[CH:2]1.